Dataset: Catalyst prediction with 721,799 reactions and 888 catalyst types from USPTO. Task: Predict which catalyst facilitates the given reaction. (1) Reactant: [OH-].[K+].[CH2:3]([O:5][C:6]([C:8]1[NH:9][CH:10]=[C:11]([C:20]2[CH:25]=[CH:24][C:23]([F:26])=[CH:22][CH:21]=2)[C:12]=1[C:13]1[CH:18]=[CH:17][C:16]([F:19])=[CH:15][CH:14]=1)=[O:7])[CH3:4].[CH:27](I)([CH3:29])[CH3:28]. Product: [CH2:3]([O:5][C:6]([C:8]1[N:9]([CH:27]([CH3:29])[CH3:28])[CH:10]=[C:11]([C:20]2[CH:25]=[CH:24][C:23]([F:26])=[CH:22][CH:21]=2)[C:12]=1[C:13]1[CH:14]=[CH:15][C:16]([F:19])=[CH:17][CH:18]=1)=[O:7])[CH3:4]. The catalyst class is: 16. (2) The catalyst class is: 38. Reactant: C([O:3]/[CH:4]=[CH:5]\[C:6]1[CH:11]=[CH:10][N:9]2[C:12]([C:15]([NH:17][C:18]3[CH:26]=[CH:25][CH:24]=[C:23]4[C:19]=3[C:20]([CH2:35][CH3:36])=[N:21][N:22]4[CH2:27][C:28]3[CH:33]=[CH:32][CH:31]=[C:30]([CH3:34])[N:29]=3)=[O:16])=[CH:13][N:14]=[C:8]2[CH:7]=1)C.C(=O)(O)[O-].[Na+]. Product: [CH2:35]([C:20]1[C:19]2[C:23](=[CH:24][CH:25]=[CH:26][C:18]=2[NH:17][C:15]([C:12]2[N:9]3[CH:10]=[CH:11][C:6]([CH2:5][CH:4]=[O:3])=[CH:7][C:8]3=[N:14][CH:13]=2)=[O:16])[N:22]([CH2:27][C:28]2[CH:33]=[CH:32][CH:31]=[C:30]([CH3:34])[N:29]=2)[N:21]=1)[CH3:36]. (3) Reactant: [C:1]1([CH2:7][N:8]2[CH2:13][CH2:12][C:11](=O)[CH2:10][CH2:9]2)[CH:6]=[CH:5][CH:4]=[CH:3][CH:2]=1.[CH3:15][N:16]([CH3:26])[CH2:17][CH2:18][CH2:19][N:20]1[CH2:25][CH2:24][NH:23][CH2:22][CH2:21]1.C1(C)C=CC(S(O)(=O)=O)=CC=1.C(O)(=O)C.C(O[BH-](OC(=O)C)OC(=O)C)(=O)C.[Na+].C(=O)([O-])[O-].[K+].[K+]. Product: [CH3:26][N:16]([CH3:15])[CH2:17][CH2:18][CH2:19][N:20]1[CH2:21][CH2:22][N:23]([CH:11]2[CH2:12][CH2:13][N:8]([CH2:7][C:1]3[CH:6]=[CH:5][CH:4]=[CH:3][CH:2]=3)[CH2:9][CH2:10]2)[CH2:24][CH2:25]1. The catalyst class is: 30.